This data is from Catalyst prediction with 721,799 reactions and 888 catalyst types from USPTO. The task is: Predict which catalyst facilitates the given reaction. (1) Reactant: [N:1]1C=CC=[CH:3][CH:2]=1.[N+:7]([C:10]1[CH:15]=[CH:14][CH:13]=[C:12]([N+:16]([O-:18])=[O:17])[CH:11]=1)([O-:9])=[O:8].BrCC#N. Product: [N+:7]([C:10]1[CH:15]=[CH:14][CH:13]=[C:12]([N+:16]([O-:18])=[O:17])[C:11]=1[CH2:3][C:2]#[N:1])([O-:9])=[O:8]. The catalyst class is: 216. (2) Reactant: [N:1]1[CH:6]=[CH:5][C:4]([N:7]2[CH2:12][CH2:11][N:10]([CH2:13][C:14]3[CH:23]=[CH:22][C:17]([C:18]([O:20]C)=[O:19])=[CH:16][CH:15]=3)[CH2:9][CH2:8]2)=[CH:3][CH:2]=1.[OH-].[Na+]. Product: [N:1]1[CH:2]=[CH:3][C:4]([N:7]2[CH2:12][CH2:11][N:10]([CH2:13][C:14]3[CH:23]=[CH:22][C:17]([C:18]([OH:20])=[O:19])=[CH:16][CH:15]=3)[CH2:9][CH2:8]2)=[CH:5][CH:6]=1. The catalyst class is: 5. (3) Reactant: [NH2:1][C:2]1[C:3]([OH:19])=[C:4]([CH:16]=[CH:17][CH:18]=1)[C:5]([N:7]1[CH2:11][CH2:10][CH2:9][C@@H:8]1[C:12]([O:14][CH3:15])=[O:13])=[O:6].[CH3:20][O:21][C:22]1[C:23](=O)[C:24](=[O:28])[C:25]=1[O:26]C.C(OCC)(=O)C. Product: [OH:19][C:3]1[C:2]([NH:1][C:23]2[C:24](=[O:28])[C:25](=[O:26])[C:22]=2[O:21][CH3:20])=[CH:18][CH:17]=[CH:16][C:4]=1[C:5]([N:7]1[CH2:11][CH2:10][CH2:9][C@@H:8]1[C:12]([O:14][CH3:15])=[O:13])=[O:6]. The catalyst class is: 8.